From a dataset of Forward reaction prediction with 1.9M reactions from USPTO patents (1976-2016). Predict the product of the given reaction. Given the reactants [F:1][C:2]1[CH:7]=[C:6]([I:8])[CH:5]=[CH:4][C:3]=1[NH:9][C:10]1[CH:11]=[N+:12]([O-:36])[CH:13]=[CH:14][C:15]=1[C:16]([N:18]1[CH2:21][C:20]([C@@H:23]2[CH2:28][CH2:27][CH2:26][CH2:25][N:24]2C(OC(C)(C)C)=O)([OH:22])[CH2:19]1)=[O:17].Cl.[O:38]1CCO[CH2:40][CH2:39]1, predict the reaction product. The product is: [C:39]([O:22][C:20]1([C@@H:23]2[CH2:28][CH2:27][CH2:26][CH2:25][NH:24]2)[CH2:21][N:18]([C:16]([C:15]2[CH:14]=[CH:13][N+:12]([O-:36])=[CH:11][C:10]=2[NH:9][C:3]2[CH:4]=[CH:5][C:6]([I:8])=[CH:7][C:2]=2[F:1])=[O:17])[CH2:19]1)(=[O:38])[CH3:40].